Predict the reaction yield, written as a fraction of the theoretical maximum amount of product (1.0 means a 100% yield; for example, 0.34 means a 34% yield). From a dataset of Reaction yield outcomes from USPTO patents with 853,638 reactions. (1) The reactants are [P:1]([O:19][CH2:20][CH2:21][C:22]([CH3:26])([CH3:25])[CH2:23][OH:24])([O:11][CH2:12][C:13]1[CH:18]=[CH:17][CH:16]=[CH:15][CH:14]=1)([O:3][CH2:4][C:5]1[CH:10]=[CH:9][CH:8]=[CH:7][CH:6]=1)=[O:2].[Cr](O[Cr]([O-])(=O)=O)([O-])(=O)=[O:28].[NH+]1C=CC=CC=1.[NH+]1C=CC=CC=1.C(O)(=O)CC(CC(O)=O)(C(O)=O)O. The catalyst is CN(C=O)C. The product is [CH2:4]([O:3][P:1]([O:19][CH2:20][CH2:21][C:22]([CH3:26])([CH3:25])[C:23]([OH:28])=[O:24])([O:11][CH2:12][C:13]1[CH:14]=[CH:15][CH:16]=[CH:17][CH:18]=1)=[O:2])[C:5]1[CH:6]=[CH:7][CH:8]=[CH:9][CH:10]=1. The yield is 0.880. (2) The product is [Cl:47][C:40]1[CH:41]=[C:42]([CH:46]=[C:38]([C:7]2[CH:8]=[CH:9][C:10]3[O:14][C:13]([C:15]4[CH:20]=[CH:19][C:18]([F:21])=[CH:17][CH:16]=4)=[C:12]([C:22](=[O:25])[NH:23][CH3:24])[C:11]=3[CH:26]=2)[CH:39]=1)[C:43]([OH:45])=[O:44]. The catalyst is Cl.C1C=CC([P]([Pd]([P](C2C=CC=CC=2)(C2C=CC=CC=2)C2C=CC=CC=2)([P](C2C=CC=CC=2)(C2C=CC=CC=2)C2C=CC=CC=2)[P](C2C=CC=CC=2)(C2C=CC=CC=2)C2C=CC=CC=2)(C2C=CC=CC=2)C2C=CC=CC=2)=CC=1.O. The reactants are FC(F)(F)S(O[C:7]1[CH:8]=[CH:9][C:10]2[O:14][C:13]([C:15]3[CH:20]=[CH:19][C:18]([F:21])=[CH:17][CH:16]=3)=[C:12]([C:22](=[O:25])[NH:23][CH3:24])[C:11]=2[CH:26]=1)(=O)=O.O1CCOCC1.B([C:38]1[CH:39]=[C:40]([Cl:47])[CH:41]=[C:42]([CH:46]=1)[C:43]([OH:45])=[O:44])(O)O.C(=O)([O-])[O-].[Cs+].[Cs+]. The yield is 1.00. (3) The product is [CH3:10][C:8]1([CH3:11])[CH2:7][C:6]2[CH:12]=[C:2]([N:1]3[CH:32]=[N:30][N:29]=[N:28]3)[CH:3]=[C:4]([C:13]([O:15][CH2:16][CH3:17])=[O:14])[C:5]=2[O:9]1. The reactants are [NH2:1][C:2]1[CH:3]=[C:4]([C:13]([O:15][CH2:16][CH3:17])=[O:14])[C:5]2[O:9][C:8]([CH3:11])([CH3:10])[CH2:7][C:6]=2[CH:12]=1.C(OCC)(OCC)OCC.[N-:28]=[N+:29]=[N-:30].[Na+].[C:32](O)(=O)C. The yield is 0.500. The catalyst is O. (4) The reactants are C([Li])(C)(C)C.C(OC([N:13]1[C:21]2[C:16](=[CH:17][CH:18]=[C:19]([F:22])[CH:20]=2)[CH2:15][CH2:14]1)=O)(C)(C)C.[O:23]1CCC[CH2:24]1. No catalyst specified. The product is [F:22][C:19]1[C:20]([CH:24]=[O:23])=[C:21]2[C:16]([CH2:15][CH2:14][NH:13]2)=[CH:17][CH:18]=1. The yield is 0.420. (5) The reactants are [CH:1]1([N:4]([CH:8]2[C:17]3[C:12](=[CH:13][CH:14]=[CH:15][CH:16]=3)[NH:11][CH:10]([CH3:18])[CH2:9]2)[C:5](=[O:7])[CH3:6])[CH2:3][CH2:2]1.Cl.[C:20](Cl)(=[O:27])[C:21]1[CH:26]=[CH:25][CH:24]=[N:23][CH:22]=1.CCN(C(C)C)C(C)C. The catalyst is C(Cl)Cl. The product is [CH:1]1([N:4]([CH:8]2[C:17]3[C:12](=[CH:13][CH:14]=[CH:15][CH:16]=3)[N:11]([C:20]([C:21]3[CH:22]=[N:23][CH:24]=[CH:25][CH:26]=3)=[O:27])[CH:10]([CH3:18])[CH2:9]2)[C:5](=[O:7])[CH3:6])[CH2:2][CH2:3]1. The yield is 0.680. (6) The reactants are [F:1][C:2]1[C:10]([O:11][C:12]2[C:17]3=[C:18]([CH3:27])[C:19]([O:21][CH2:22][CH2:23][CH2:24][S:25][CH3:26])=[CH:20][N:16]3[N:15]=[CH:14][N:13]=2)=[CH:9][CH:8]=[C:7]2[C:3]=1[CH:4]=[C:5]([CH3:28])[NH:6]2.C1C=C(Cl)C=C(C(OO)=[O:37])C=1.C1(P(C2C=CC=CC=2)C2C=CC=CC=2)C=CC=CC=1. The catalyst is ClCCl. The product is [F:1][C:2]1[C:10]([O:11][C:12]2[C:17]3=[C:18]([CH3:27])[C:19]([O:21][CH2:22][CH2:23][CH2:24][S:25]([CH3:26])=[O:37])=[CH:20][N:16]3[N:15]=[CH:14][N:13]=2)=[CH:9][CH:8]=[C:7]2[C:3]=1[CH:4]=[C:5]([CH3:28])[NH:6]2. The yield is 0.420. (7) The reactants are Br[C:2]1[CH:3]=[CH:4][C:5]2[O:14][CH2:13][CH2:12][N:11]3[C:7](=[N:8][C:9]([C:15]([NH2:17])=[O:16])=[CH:10]3)[C:6]=2[CH:18]=1.C1(P(C2C=CC=CC=2)CCCP(C2C=CC=CC=2)C2C=CC=CC=2)C=CC=CC=1.C([O-])([O-])=O.[K+].[K+].[C:54]([O:58][C:59]([N:61]1[CH2:65][CH2:64][C:63]([C:67]#[CH:68])([OH:66])[CH2:62]1)=[O:60])([CH3:57])([CH3:56])[CH3:55]. The catalyst is CN(C)C=O.CC([O-])=O.CC([O-])=O.[Pd+2].[Cu]I. The product is [C:15]([C:9]1[N:8]=[C:7]2[C:6]3[CH:18]=[C:2]([C:68]#[C:67][C:63]4([OH:66])[CH2:64][CH2:65][N:61]([C:59]([O:58][C:54]([CH3:56])([CH3:55])[CH3:57])=[O:60])[CH2:62]4)[CH:3]=[CH:4][C:5]=3[O:14][CH2:13][CH2:12][N:11]2[CH:10]=1)(=[O:16])[NH2:17]. The yield is 0.280.